From a dataset of Reaction yield outcomes from USPTO patents with 853,638 reactions. Predict the reaction yield, written as a fraction of the theoretical maximum amount of product (1.0 means a 100% yield; for example, 0.34 means a 34% yield). (1) The reactants are [F:1][C:2]1[CH:7]=[CH:6][C:5]([C:8]2[S:12][C:11]([CH3:13])=[N:10][C:9]=2[C:14]([N:16]2[CH2:21][CH2:20][CH2:19][CH2:18][CH:17]2[CH2:22][C:23](O)=O)=[O:15])=[CH:4][CH:3]=1.[C:26]1([NH2:33])[C:27]([NH2:32])=[CH:28][CH:29]=[CH:30][CH:31]=1.C([O-])([O-])=O.[K+].[K+]. No catalyst specified. The product is [NH:32]1[C:27]2[CH:28]=[CH:29][CH:30]=[CH:31][C:26]=2[N:33]=[C:23]1[CH2:22][CH:17]1[CH2:18][CH2:19][CH2:20][CH2:21][N:16]1[C:14]([C:9]1[N:10]=[C:11]([CH3:13])[S:12][C:8]=1[C:5]1[CH:6]=[CH:7][C:2]([F:1])=[CH:3][CH:4]=1)=[O:15]. The yield is 0.520. (2) The reactants are [CH:1]1([CH:4]([C:36]2[CH:37]=[N:38][C:39]([O:42][CH3:43])=[CH:40][CH:41]=2)[O:5][C:6]2[CH:33]=[CH:32][C:9]([CH2:10][N:11]3[C:15]4=[N:16][CH:17]=[C:18]([C:20]5[CH:21]=[N:22][N:23]([CH3:25])[CH:24]=5)[CH:19]=[C:14]4[N:13]=[C:12]3[NH:26]C(=O)OCC)=[CH:8][C:7]=2[O:34][CH3:35])[CH2:3][CH2:2]1.[OH-].[K+]. The catalyst is C(O)CCC.O. The product is [CH:1]1([CH:4]([C:36]2[CH:37]=[N:38][C:39]([O:42][CH3:43])=[CH:40][CH:41]=2)[O:5][C:6]2[CH:33]=[CH:32][C:9]([CH2:10][N:11]3[C:15]4=[N:16][CH:17]=[C:18]([C:20]5[CH:21]=[N:22][N:23]([CH3:25])[CH:24]=5)[CH:19]=[C:14]4[N:13]=[C:12]3[NH2:26])=[CH:8][C:7]=2[O:34][CH3:35])[CH2:3][CH2:2]1. The yield is 0.150. (3) The reactants are [F:1][C:2]1[CH:24]=[C:23]([F:25])[CH:22]=[CH:21][C:3]=1[O:4][C:5]1[CH:6]=[C:7]2[C:11](=[CH:12][C:13]=1[C:14](O)=[O:15])[N:10]([CH2:17][CH:18]([CH3:20])[CH3:19])[N:9]=[CH:8]2.Cl.Cl.[CH3:28][O:29][C:30](=[O:41])[C@@H:31]([NH2:40])[CH2:32][CH2:33][N:34]1[CH2:39][CH2:38][CH2:37][CH2:36][CH2:35]1.CCN=C=NCCCN(C)C.C1C=CC2N(O)N=NC=2C=1.CCN(C(C)C)C(C)C. The catalyst is ClCCl. The product is [CH3:28][O:29][C:30](=[O:41])[C@@H:31]([NH:40][C:14]([C:13]1[CH:12]=[C:11]2[C:7]([CH:8]=[N:9][N:10]2[CH2:17][CH:18]([CH3:20])[CH3:19])=[CH:6][C:5]=1[O:4][C:3]1[CH:21]=[CH:22][C:23]([F:25])=[CH:24][C:2]=1[F:1])=[O:15])[CH2:32][CH2:33][N:34]1[CH2:39][CH2:38][CH2:37][CH2:36][CH2:35]1. The yield is 0.670. (4) The reactants are [OH:1][CH2:2][C:3]([CH2:8][OH:9])([CH2:6][OH:7])[CH2:4][OH:5].[C:10]1([CH3:20])[CH:15]=[CH:14][C:13]([S:16](Cl)(=[O:18])=[O:17])=[CH:12][CH:11]=1.Cl. The catalyst is N1C=CC=CC=1. The product is [S:16]([O:1][CH2:2][C:3]([CH2:8][O:9][S:16]([C:13]1[CH:14]=[CH:15][C:10]([CH3:20])=[CH:11][CH:12]=1)(=[O:18])=[O:17])([CH2:6][O:7][S:16]([C:13]1[CH:14]=[CH:15][C:10]([CH3:20])=[CH:11][CH:12]=1)(=[O:18])=[O:17])[CH2:4][O:5][S:16]([C:13]1[CH:14]=[CH:15][C:10]([CH3:20])=[CH:11][CH:12]=1)(=[O:18])=[O:17])([C:13]1[CH:14]=[CH:15][C:10]([CH3:20])=[CH:11][CH:12]=1)(=[O:18])=[O:17]. The yield is 0.910.